This data is from Forward reaction prediction with 1.9M reactions from USPTO patents (1976-2016). The task is: Predict the product of the given reaction. The product is: [Cl:1][C:2]1[CH:3]=[CH:4][CH:5]=[C:6]2[C:10]=1[NH:9][CH:8]=[C:7]2[CH2:11][NH:14][CH3:13]. Given the reactants [Cl:1][C:2]1[CH:3]=[CH:4][CH:5]=[C:6]2[C:10]=1[NH:9][CH:8]=[C:7]2[CH:11]=O.[CH3:13][N:14]1C2C(=CC=CC=2)C(C)=C1C=O, predict the reaction product.